From a dataset of Peptide-MHC class II binding affinity with 134,281 pairs from IEDB. Regression. Given a peptide amino acid sequence and an MHC pseudo amino acid sequence, predict their binding affinity value. This is MHC class II binding data. (1) The peptide sequence is FAGAWCVPKVTFTVE. The MHC is DRB1_1001 with pseudo-sequence DRB1_1001. The binding affinity (normalized) is 0.363. (2) The peptide sequence is PTVDIEEAPEMPALY. The MHC is HLA-DQA10303-DQB10402 with pseudo-sequence HLA-DQA10303-DQB10402. The binding affinity (normalized) is 0. (3) The peptide sequence is EVQKVSQPATGAATV. The MHC is DRB1_1001 with pseudo-sequence DRB1_1001. The binding affinity (normalized) is 0.511. (4) The peptide sequence is GAGAAPLSWSKEIYN. The MHC is DRB1_1602 with pseudo-sequence DRB1_1602. The binding affinity (normalized) is 0.466. (5) The peptide sequence is FNFSQDDLLTEDVMI. The MHC is HLA-DPA10201-DPB11401 with pseudo-sequence HLA-DPA10201-DPB11401. The binding affinity (normalized) is 0. (6) The peptide sequence is ISGSSARYDVALSEQ. The MHC is DRB3_0301 with pseudo-sequence DRB3_0301. The binding affinity (normalized) is 0.284.